From a dataset of Forward reaction prediction with 1.9M reactions from USPTO patents (1976-2016). Predict the product of the given reaction. (1) Given the reactants [C:1]([NH:8][CH2:9][CH2:10][OH:11])([O:3][C:4]([CH3:7])([CH3:6])[CH3:5])=[O:2].[C:12](Cl)(=[O:14])[CH3:13], predict the reaction product. The product is: [C:1]([NH:8][CH2:9][CH2:10][O:11][C:12](=[O:14])[CH3:13])([O:3][C:4]([CH3:5])([CH3:6])[CH3:7])=[O:2]. (2) Given the reactants C(OC(=O)[NH:7][CH2:8][C:9]1[O:10][CH:11]=[C:12]([Br:14])[CH:13]=1)(C)(C)C.[F:16][C:17]([F:22])([F:21])[C:18]([OH:20])=[O:19], predict the reaction product. The product is: [F:16][C:17]([F:22])([F:21])[C:18]([OH:20])=[O:19].[Br:14][C:12]1[CH:13]=[C:9]([CH2:8][NH2:7])[O:10][CH:11]=1. (3) The product is: [CH:1]1([CH2:4][N:5]2[C:10]3[CH:11]=[N:12][C:17]([C:18]([O:20][CH3:21])=[O:19])=[CH:16][C:9]=3[C:8](=[O:22])[N:7]([CH2:23][CH:24]3[CH2:25][CH2:26]3)[C:6]2=[O:27])[CH2:3][CH2:2]1. Given the reactants [CH:1]1([CH2:4][N:5]2[C:10]([CH:11]=[N:12]N(C)C)=[C:9](/[CH:16]=[CH:17]/[C:18]([O:20][CH3:21])=[O:19])[C:8](=[O:22])[N:7]([CH2:23][CH:24]3[CH2:26][CH2:25]3)[C:6]2=[O:27])[CH2:3][CH2:2]1, predict the reaction product. (4) Given the reactants Br[C:2]1[S:6][CH:5]=[C:4]([C:7]([N:9]2[CH2:14][CH2:13][CH2:12][CH2:11][CH2:10]2)=[O:8])[CH:3]=1.[Cl:15][C:16]1[CH:21]=[CH:20][CH:19]=[CH:18][C:17]=1B(O)O.C(=O)([O-])[O-].[Cs+].[Cs+], predict the reaction product. The product is: [Cl:15][C:16]1[CH:21]=[CH:20][CH:19]=[CH:18][C:17]=1[C:2]1[S:6][CH:5]=[C:4]([C:7]([N:9]2[CH2:14][CH2:13][CH2:12][CH2:11][CH2:10]2)=[O:8])[CH:3]=1. (5) Given the reactants [Br:1][C:2]1[CH:3]=[C:4]2[C:9](=[CH:10][CH:11]=1)[C:8](=[O:12])[NH:7][CH:6]=[C:5]2[SH:13].CS(O[CH:19]1[CH2:24][CH2:23][N:22]([C:25]([O:27][C:28]([CH3:31])([CH3:30])[CH3:29])=[O:26])[CH2:21][CH2:20]1)(=O)=O.C(=O)([O-])[O-].[K+].[K+], predict the reaction product. The product is: [Br:1][C:2]1[CH:3]=[C:4]2[C:9](=[CH:10][CH:11]=1)[C:8](=[O:12])[NH:7][CH:6]=[C:5]2[S:13][CH:19]1[CH2:24][CH2:23][N:22]([C:25]([O:27][C:28]([CH3:31])([CH3:30])[CH3:29])=[O:26])[CH2:21][CH2:20]1. (6) Given the reactants [NH2:1][C:2]1[N:7]=[CH:6][C:5]([C:8]2[CH:13]=[CH:12][N:11]=[C:10]([NH:14][C:15]3[CH:20]=[CH:19][N:18]=[CH:17][N:16]=3)[CH:9]=2)=[CH:4][C:3]=1[C:21]([NH:23][C:24]([NH:26]C(=O)OC(C)(C)C)=[NH:25])=[O:22].C(O)(C(F)(F)F)=O, predict the reaction product. The product is: [NH2:1][C:2]1[N:7]=[CH:6][C:5]([C:8]2[CH:13]=[CH:12][N:11]=[C:10]([NH:14][C:15]3[CH:20]=[CH:19][N:18]=[CH:17][N:16]=3)[CH:9]=2)=[CH:4][C:3]=1[C:21]([NH:23][C:24](=[NH:25])[NH2:26])=[O:22].